This data is from CYP2D6 inhibition data for predicting drug metabolism from PubChem BioAssay. The task is: Regression/Classification. Given a drug SMILES string, predict its absorption, distribution, metabolism, or excretion properties. Task type varies by dataset: regression for continuous measurements (e.g., permeability, clearance, half-life) or binary classification for categorical outcomes (e.g., BBB penetration, CYP inhibition). Dataset: cyp2d6_veith. The drug is Cc1cc2cccc(C)c2nc1SCC(=O)N(C)c1nc(-c2ccccc2)cs1. The result is 0 (non-inhibitor).